Dataset: Forward reaction prediction with 1.9M reactions from USPTO patents (1976-2016). Task: Predict the product of the given reaction. Given the reactants [CH2:1]([N:8]1[C:17]2[C:12](=[CH:13][CH:14]=[CH:15][CH:16]=2)[N:11]=[C:10]([C:18]([O:20]CC)=[O:19])[C:9]1=[O:23])[C:2]1[CH:7]=[CH:6][CH:5]=[CH:4][CH:3]=1.[OH-].[Na+].Cl, predict the reaction product. The product is: [CH2:1]([N:8]1[C:17]2[C:12](=[CH:13][CH:14]=[CH:15][CH:16]=2)[N:11]=[C:10]([C:18]([OH:20])=[O:19])[C:9]1=[O:23])[C:2]1[CH:3]=[CH:4][CH:5]=[CH:6][CH:7]=1.